This data is from Catalyst prediction with 721,799 reactions and 888 catalyst types from USPTO. The task is: Predict which catalyst facilitates the given reaction. (1) The catalyst class is: 1. Reactant: [N:1]1[C:10]2[C:5](=[CH:6][CH:7]=[CH:8][CH:9]=2)[CH:4]=[CH:3][C:2]=1[N:11]1[CH2:14][CH:13]([C:15]2[C:16]([C:21]3[CH:22]=[C:23]([CH:28]=[CH:29][CH:30]=3)[C:24]([O:26]C)=[O:25])=[N:17][CH:18]=[CH:19][N:20]=2)[CH2:12]1.O.[OH-].[Li+:33].O. Product: [N:1]1[C:10]2[C:5](=[CH:6][CH:7]=[CH:8][CH:9]=2)[CH:4]=[CH:3][C:2]=1[N:11]1[CH2:12][CH:13]([C:15]2[C:16]([C:21]3[CH:22]=[C:23]([CH:28]=[CH:29][CH:30]=3)[C:24]([O-:26])=[O:25])=[N:17][CH:18]=[CH:19][N:20]=2)[CH2:14]1.[Li+:33]. (2) Reactant: [C:1]([O-:4])(=[O:3])[CH3:2].[Ca+2:5].C([O-])(=O)C.[C:10]([O-:17])(=[O:16])/[CH:11]=[CH:12]/[CH:13]=[CH:14]/[CH3:15].[K+]. Product: [C:10]([O-:17])(=[O:16])/[CH:11]=[CH:12]/[CH:13]=[CH:14]/[CH3:15].[C:1]([O-:4])(=[O:3])[CH3:2].[Ca+2:5]. The catalyst class is: 6. (3) Reactant: [F:1][C:2]1[CH:7]=[CH:6][C:5]([C:8]2[N:9]=[C:10]([CH:13]=[CH:14][C:15]([OH:17])=O)[S:11][CH:12]=2)=[CH:4][CH:3]=1.[CH:18]([NH:21][CH:22]([CH3:24])[CH3:23])([CH3:20])[CH3:19].C(N(CC)CC)C.CN(C(ON1N=NC2C=CC=NC1=2)=[N+](C)C)C.F[P-](F)(F)(F)(F)F. Product: [F:1][C:2]1[CH:3]=[CH:4][C:5]([C:8]2[N:9]=[C:10]([CH:13]=[CH:14][C:15]([N:21]([CH:22]([CH3:24])[CH3:23])[CH:18]([CH3:20])[CH3:19])=[O:17])[S:11][CH:12]=2)=[CH:6][CH:7]=1. The catalyst class is: 3. (4) Reactant: C(=O)([O-])[O-].[K+].[K+].[O:7]=[C:8]1[C:16]2[C:11](=[CH:12][CH:13]=[CH:14][CH:15]=2)[C:10](=[O:17])[N:9]1[CH2:18][CH2:19][C@@H:20]([C@H:24]([O:37]C=O)[CH2:25][CH2:26][C:27]1[CH:32]=[CH:31][C:30]([C:33]([F:36])([F:35])[F:34])=[CH:29][CH:28]=1)[C:21]([OH:23])=[O:22]. Product: [O:7]=[C:8]1[C:16]2[C:11](=[CH:12][CH:13]=[CH:14][CH:15]=2)[C:10](=[O:17])[N:9]1[CH2:18][CH2:19][C@@H:20]([C@H:24]([OH:37])[CH2:25][CH2:26][C:27]1[CH:28]=[CH:29][C:30]([C:33]([F:35])([F:34])[F:36])=[CH:31][CH:32]=1)[C:21]([OH:23])=[O:22]. The catalyst class is: 5. (5) Reactant: Cl[CH2:2][CH2:3][N:4]([CH3:6])[CH3:5].[CH3:7][C:8]1([CH3:20])[C:12]([CH3:14])([CH3:13])[O:11][B:10]([C:15]2[CH:16]=[N:17][NH:18][CH:19]=2)[O:9]1.C(=O)([O-])[O-].[Cs+].[Cs+]. Product: [CH3:5][N:4]([CH3:6])[CH2:3][CH2:2][N:18]1[CH:19]=[C:15]([B:10]2[O:9][C:8]([CH3:20])([CH3:7])[C:12]([CH3:14])([CH3:13])[O:11]2)[CH:16]=[N:17]1. The catalyst class is: 10.